From a dataset of Reaction yield outcomes from USPTO patents with 853,638 reactions. Predict the reaction yield, written as a fraction of the theoretical maximum amount of product (1.0 means a 100% yield; for example, 0.34 means a 34% yield). (1) The reactants are Cl.[C:2]1([CH3:10])[CH:7]=[CH:6][C:5]([NH:8][NH2:9])=[CH:4][CH:3]=1.[CH2:11]([O:18][CH2:19][C:20]([CH3:27])([CH3:26])[C:21](=O)[CH2:22][C:23]#[N:24])[C:12]1[CH:17]=[CH:16][CH:15]=[CH:14][CH:13]=1.C([O-])(O)=O.[Na+]. The catalyst is CCO. The product is [CH2:11]([O:18][CH2:19][C:20]([C:21]1[CH:22]=[C:23]([NH2:24])[N:8]([C:5]2[CH:6]=[CH:7][C:2]([CH3:10])=[CH:3][CH:4]=2)[N:9]=1)([CH3:26])[CH3:27])[C:12]1[CH:17]=[CH:16][CH:15]=[CH:14][CH:13]=1. The yield is 0.600. (2) The reactants are [C:1]([NH:5][C:6]1[C:7](F)=[N:8][C:9]2[C:14]([N:15]=1)=[C:13]([C:16]1[NH:24][C:23]3[CH2:22][CH2:21][NH:20][C:19](=[O:25])[C:18]=3[CH:17]=1)[CH:12]=[CH:11][CH:10]=2)([CH3:4])([CH3:3])[CH3:2].Cl.CN.C[CH2:31][N:32](C(C)C)C(C)C. The catalyst is CS(C)=O.C(Cl)Cl. The product is [C:1]([NH:5][C:6]1[C:7]([NH:32][CH3:31])=[N:8][C:9]2[C:14]([N:15]=1)=[C:13]([C:16]1[NH:24][C:23]3[CH2:22][CH2:21][NH:20][C:19](=[O:25])[C:18]=3[CH:17]=1)[CH:12]=[CH:11][CH:10]=2)([CH3:4])([CH3:3])[CH3:2]. The yield is 0.240. (3) The reactants are [F:1][C:2]1[CH:7]=[C:6]([O:8][CH:9]2[CH2:14][CH2:13][N:12]([CH2:15][CH2:16][F:17])[CH2:11][CH2:10]2)[CH:5]=[CH:4][C:3]=1[NH:18]C(=O)C(C)(C)C.Cl.C([O-])([O-])=O.[Na+].[Na+]. The catalyst is CC(O)=O. The product is [F:1][C:2]1[CH:7]=[C:6]([O:8][CH:9]2[CH2:10][CH2:11][N:12]([CH2:15][CH2:16][F:17])[CH2:13][CH2:14]2)[CH:5]=[CH:4][C:3]=1[NH2:18]. The yield is 0.560. (4) The reactants are [Cl:1][C:2]1[C:11]([C:12]([OH:14])=O)=[CH:10][C:5]2[NH:6][CH2:7][CH2:8][S:9][C:4]=2[CH:3]=1.[CH3:15][O:16][C:17]1[CH:26]=[C:25]2[C:20]([N:21]=[CH:22][C:23]([S:27][CH2:28][CH2:29][N:30]3[CH2:35][CH2:34][CH:33]([NH2:36])[CH2:32][CH2:31]3)=[N:24]2)=[CH:19][CH:18]=1. No catalyst specified. The product is [CH3:15][O:16][C:17]1[CH:26]=[C:25]2[C:20]([N:21]=[CH:22][C:23]([S:27][CH2:28][CH2:29][N:30]3[CH2:31][CH2:32][CH:33]([NH:36][C:12]([C:11]4[C:2]([Cl:1])=[CH:3][C:4]5[S:9][CH2:8][CH2:7][NH:6][C:5]=5[CH:10]=4)=[O:14])[CH2:34][CH2:35]3)=[N:24]2)=[CH:19][CH:18]=1. The yield is 0.510. (5) The reactants are [C:1]([C:5]1[CH:6]=[C:7]([C:15]2[N:16]=[C:17]([C:27]([O-:29])=O)[S:18][C:19]=2[CH2:20][CH:21]2[CH2:26][CH2:25][CH2:24][CH2:23][CH2:22]2)[CH:8]=[C:9]([C:11]2([CH3:14])[CH2:13][CH2:12]2)[CH:10]=1)([CH3:4])([CH3:3])[CH3:2].[K+].Cl.[NH2:32][C@H:33]1[CH2:36][C@H:35]([C:37]([OH:39])=[O:38])[CH2:34]1.CN(C(ON1N=NC2C=CC=NC1=2)=[N+](C)C)C.F[P-](F)(F)(F)(F)F.CCN(C(C)C)C(C)C. The catalyst is CN(C=O)C.O. The product is [C:1]([C:5]1[CH:6]=[C:7]([C:15]2[N:16]=[C:17]([C:27]([NH:32][C@H:33]3[CH2:36][C@H:35]([C:37]([OH:39])=[O:38])[CH2:34]3)=[O:29])[S:18][C:19]=2[CH2:20][CH:21]2[CH2:22][CH2:23][CH2:24][CH2:25][CH2:26]2)[CH:8]=[C:9]([C:11]2([CH3:14])[CH2:12][CH2:13]2)[CH:10]=1)([CH3:4])([CH3:2])[CH3:3]. The yield is 0.110. (6) The reactants are [N+:1]([C:4]1[CH:5]=[C:6]2[C:14](=[CH:15][CH:16]=1)[NH:13][C:12]1[CH2:11][CH2:10][CH2:9][CH2:8][C:7]2=1)([O-])=O.C(O)C.O.O.[Sn](Cl)Cl. The catalyst is C(=O)(O)[O-].[Na+]. The product is [CH2:11]1[C:12]2[NH:13][C:14]3[C:6](=[CH:5][C:4]([NH2:1])=[CH:16][CH:15]=3)[C:7]=2[CH2:8][CH2:9][CH2:10]1. The yield is 0.950. (7) The reactants are C([O:4][CH2:5][C:6]1[C:11]([C:12]2[CH:17]=[C:16]([NH:18][C:19]3[CH:24]=[CH:23][C:22]([N:25]4[CH2:30][CH2:29][N:28]([CH:31]5[CH2:34][O:33][CH2:32]5)[CH2:27][C@@H:26]4[CH3:35])=[CH:21][N:20]=3)[C:15](=[O:36])[N:14]([CH3:37])[CH:13]=2)=[CH:10][C:9]([F:38])=[CH:8][C:7]=1[N:39]1[CH2:52][CH2:51][N:42]2[C:43]3[CH2:44][CH2:45][CH2:46][CH2:47][C:48]=3[C:49]([F:50])=[C:41]2[C:40]1=[O:53])(=O)C.[OH-].[Li+].C(O)(C)C.C1COCC1. The catalyst is O. The product is [F:50][C:49]1[C:48]2[CH2:47][CH2:46][CH2:45][CH2:44][C:43]=2[N:42]2[CH2:51][CH2:52][N:39]([C:7]3[CH:8]=[C:9]([F:38])[CH:10]=[C:11]([C:12]4[CH:17]=[C:16]([NH:18][C:19]5[CH:24]=[CH:23][C:22]([N:25]6[CH2:30][CH2:29][N:28]([CH:31]7[CH2:32][O:33][CH2:34]7)[CH2:27][C@@H:26]6[CH3:35])=[CH:21][N:20]=5)[C:15](=[O:36])[N:14]([CH3:37])[CH:13]=4)[C:6]=3[CH2:5][OH:4])[C:40](=[O:53])[C:41]=12. The yield is 0.490. (8) The reactants are C(=O)([O-])[O-].[Na+].[Na+].Cl[CH2:8][C:9]1[CH:14]=[CH:13][CH:12]=[CH:11][C:10]=1[O:15][CH3:16].[C:17]1([N:23]2[C:27]([SH:28])=[N:26][N:25]=[N:24]2)[CH:22]=[CH:21][CH:20]=[CH:19][CH:18]=1. The catalyst is CN(C=O)C.O. The product is [CH3:16][O:15][C:10]1[CH:11]=[CH:12][CH:13]=[CH:14][C:9]=1[CH2:8][S:28][C:27]1[N:23]([C:17]2[CH:22]=[CH:21][CH:20]=[CH:19][CH:18]=2)[N:24]=[N:25][N:26]=1. The yield is 0.880.